This data is from Full USPTO retrosynthesis dataset with 1.9M reactions from patents (1976-2016). The task is: Predict the reactants needed to synthesize the given product. (1) Given the product [NH2:20][C@@H:23]([C@@H:60]([C:67]1[CH:68]=[CH:69][C:70]([Cl:73])=[CH:71][CH:72]=1)[CH:61]1[CH2:62][CH2:63][O:64][CH2:65][CH2:66]1)[C:24]([NH:26][C:27]1[CH:58]=[CH:57][CH:56]=[C:55]([F:59])[C:28]=1[CH2:29][CH2:30][C@@H:31]1[N:36]([S:37]([C:40]2[CH:45]=[CH:44][C:43]([F:46])=[CH:42][CH:41]=2)(=[O:39])=[O:38])[C@H:35]([CH3:47])[CH2:34][N:33]([C:48]([O:50][C:51]([CH3:53])([CH3:54])[CH3:52])=[O:49])[CH2:32]1)=[O:25], predict the reactants needed to synthesize it. The reactants are: C1(P(C2C=CC=CC=2)C2C=CC=CC=2)C=CC=CC=1.[N:20]([C@@H:23]([C@@H:60]([C:67]1[CH:72]=[CH:71][C:70]([Cl:73])=[CH:69][CH:68]=1)[CH:61]1[CH2:66][CH2:65][O:64][CH2:63][CH2:62]1)[C:24]([NH:26][C:27]1[CH:58]=[CH:57][CH:56]=[C:55]([F:59])[C:28]=1[CH2:29][CH2:30][C@@H:31]1[N:36]([S:37]([C:40]2[CH:45]=[CH:44][C:43]([F:46])=[CH:42][CH:41]=2)(=[O:39])=[O:38])[C@H:35]([CH3:47])[CH2:34][N:33]([C:48]([O:50][C:51]([CH3:54])([CH3:53])[CH3:52])=[O:49])[CH2:32]1)=[O:25])=[N+]=[N-]. (2) Given the product [Cl:1][C:2]([F:27])([F:26])[O:3][C:4]1[CH:9]=[CH:8][C:7]([NH:10][C:11](=[O:25])[C:12]2[CH:17]=[C:16]([C:33]3[NH:32][N:31]=[CH:30][C:29]=3[F:28])[C:15]([N:19]3[CH2:22][C:21]([OH:24])([CH3:23])[CH2:20]3)=[N:14][CH:13]=2)=[CH:6][CH:5]=1, predict the reactants needed to synthesize it. The reactants are: [Cl:1][C:2]([F:27])([F:26])[O:3][C:4]1[CH:9]=[CH:8][C:7]([NH:10][C:11](=[O:25])[C:12]2[CH:17]=[C:16](I)[C:15]([N:19]3[CH2:22][C:21]([OH:24])([CH3:23])[CH2:20]3)=[N:14][CH:13]=2)=[CH:6][CH:5]=1.[F:28][C:29]1[CH:30]=[N:31][NH:32][C:33]=1[Sn](CCCC)(CCCC)CCCC. (3) Given the product [NH2:8][C:6]1[N:7]=[C:2]([C:15]#[N:16])[CH:3]=[CH:4][CH:5]=1, predict the reactants needed to synthesize it. The reactants are: Br[C:2]1[N:7]=[C:6]([NH2:8])[CH:5]=[CH:4][CH:3]=1.C(OCC)(=O)C.[CH3:15][N:16](C)C=O. (4) The reactants are: [C:1]([C:3]1[CH:12]=[CH:11][C:6]([C:7]([O:9][CH3:10])=[O:8])=[C:5]([CH3:13])[CH:4]=1)#[N:2].[N+:14]([O-])([OH:16])=[O:15]. Given the product [C:1]([C:3]1[C:12]([N+:14]([O-:16])=[O:15])=[CH:11][C:6]([C:7]([O:9][CH3:10])=[O:8])=[C:5]([CH3:13])[CH:4]=1)#[N:2], predict the reactants needed to synthesize it. (5) Given the product [CH:1]([NH:4][C:5]([C:7]1[C:16](=[O:17])[C:15]2[C:10](=[N:11][CH:12]=[CH:13][CH:14]=2)[N:9]([C:18]2[CH:23]=[CH:22][CH:21]=[C:20]([C:24]3[CH:29]=[CH:28][C:27]([S:35]([CH3:40])(=[O:37])=[O:34])=[CH:26][CH:25]=3)[CH:19]=2)[CH:8]=1)=[O:6])([CH3:3])[CH3:2], predict the reactants needed to synthesize it. The reactants are: [CH:1]([NH:4][C:5]([C:7]1[C:16](=[O:17])[C:15]2[C:10](=[N:11][CH:12]=[CH:13][CH:14]=2)[N:9]([C:18]2[CH:23]=[CH:22][CH:21]=[C:20]([C:24]3[CH:29]=[CH:28][C:27](SC)=[CH:26][CH:25]=3)[CH:19]=2)[CH:8]=1)=[O:6])([CH3:3])[CH3:2].O.O[O:34][S:35]([O-:37])=O.[K+].O1CCC[CH2:40]1. (6) Given the product [NH:1]1[C:9]2[C:4](=[C:5]([CH2:20][OH:19])[CH:6]=[CH:7][CH:8]=2)[CH:3]=[CH:2]1, predict the reactants needed to synthesize it. The reactants are: [NH:1]1[C:9]2[C:4](=[CH:5][CH:6]=[C:7](C(O)=O)[CH:8]=2)[CH:3]=[CH:2]1.[H-].[Al+3].[Li+].[H-].[H-].[H-].[O:19]1CCC[CH2:20]1.